From a dataset of Peptide-MHC class I binding affinity with 185,985 pairs from IEDB/IMGT. Regression. Given a peptide amino acid sequence and an MHC pseudo amino acid sequence, predict their binding affinity value. This is MHC class I binding data. (1) The peptide sequence is HLAAQGMAY. The MHC is HLA-B08:01 with pseudo-sequence HLA-B08:01. The binding affinity (normalized) is 0.201. (2) The peptide sequence is IPFIAYFVLM. The MHC is HLA-B51:01 with pseudo-sequence HLA-B51:01. The binding affinity (normalized) is 0.288. (3) The peptide sequence is TPYDINQML. The MHC is HLA-A03:01 with pseudo-sequence HLA-A03:01. The binding affinity (normalized) is 0. (4) The peptide sequence is HEKGINPNY. The MHC is HLA-A26:01 with pseudo-sequence HLA-A26:01. The binding affinity (normalized) is 0.0847. (5) The binding affinity (normalized) is 0.382. The peptide sequence is QQWNFAGIEA. The MHC is HLA-B45:01 with pseudo-sequence HLA-B45:01. (6) The peptide sequence is SLLFKTSVGV. The MHC is HLA-A02:01 with pseudo-sequence HLA-A02:01. The binding affinity (normalized) is 0.713. (7) The peptide sequence is GLQDCTMLV. The MHC is HLA-A02:01 with pseudo-sequence HLA-A02:01. The binding affinity (normalized) is 0.722.